Dataset: Experimentally validated miRNA-target interactions with 360,000+ pairs, plus equal number of negative samples. Task: Binary Classification. Given a miRNA mature sequence and a target amino acid sequence, predict their likelihood of interaction. (1) The miRNA is hsa-miR-6779-3p with sequence AAGCCCUGUCUCCUCCCAUCU. The protein sequence of the target gene is MTRRRSRPSGGAGRRERARAAGPQKPQAPEPPPPPSLEAGAGAGPPEAPAEPDHDGPREDDEPNLVPGPQVPPASSQPVQTCCLLCHRERKGWEEGPSQNGLVLQGEKLPPDFMPKLVKNLLGEMPLWVCQSCRKSMEEDERQTGREHAVAISLSHTSCKSQSCGDDSHSSSSSSSSSSSSSSSSCPGNSGDWDPSSFLSAHKLSGLWNSPHSSGAMPGSSLGSPPTIPGEAFPVSEHHQHSDLTAPPNSPTGHHPQPASLIPSHPSSFGSPPHPHLLPTTPAAPFPAQASECPVAAATA.... Result: 1 (interaction). (2) The miRNA is hsa-miR-4456 with sequence CCUGGUGGCUUCCUUUU. The protein sequence of the target gene is MSKRYLQKATKGKLLIIIFIVTLWGKVVSSANHHKAHHVKTGTCEVVALHRCCNKNKIEERSQTVKCSCFPGQVAGTTRAAPSCVDASIVEQKWWCHMQPCLEGEECKVLPDRKGWSCSSGNKVKTTRVTH. Result: 0 (no interaction). (3) The miRNA is hsa-miR-4423-3p with sequence AUAGGCACCAAAAAGCAACAA. The protein sequence of the target gene is MDIGVHVLGSVTSNENESLGLKELIGTKQDRSGFIGEDCLQRSLKLARTTTRAEEEENLSSSVAAAYCKTMSFHQGIPLMRSASPLSSDSRRQEQMLSFSDKPDALDFSKYVGLDNSSNNKNSLSPFLHQIPPPSYFRSSGGYGSGGMMMNMSMQGNFTGVKGPFTLTQWAELEQQALIYKYITANVPVPSSLLISIKKSFYPYGSLPPSSFGWGTFHLGFAGGNMDPEPGRCRRTDGKKWRCSRDAVPDQKYCERHINRGRHRSRKPVEVQSGQNQTAAAASKAVTTPQQPVVAGNTNR.... Result: 0 (no interaction). (4) The miRNA is mmu-miR-466q with sequence GUGCACACACACACAUACGU. The protein sequence of the target gene is MSQSPRFVTRRGGSLKAAPGAGTRRNESQDYLLMDELGDDGYPQLPLPPYGYYPSFRGNENRLTHRRQTILREKGRRLANRGPAYMFNDHSTSLSIEEERFLDAAEYGNIPVVRKMLEECHSLNVNCVDYMGQNALQLAVANEHLEITELLLKKENLSRVGDALLLAISKGYVRIVEAILNHPAFAEGKRLATSPSQSELQQDDFYAYDEDGTRFSHDVTPIILAAHCQEYEIVHTLLRKGARIERPHDYFCKCTECSQKQKHDSFSHSRSRINAYKGLASPAYLSLSSEDPVMTALELS.... Result: 1 (interaction). (5) The miRNA is hsa-miR-4790-5p with sequence AUCGCUUUACCAUUCAUGUU. The protein sequence of the target gene is MQACEGSAAGRRAFDSICPNRMLDLSRRTLGKPGKPERKFVPSWKSFSGCGGGSPVAVYEDPPDAEPAPLPALTTIDLQDLADCTSLLGTEASPSGDSSASQNPSLQTEEDFNLQNFRDAMDDLIADSSSLMSPPLTNSDFPFSPCDVSSFGSCLSPSLDPPALGSPDLPPPPTEQYWKEVADQNQRALGTALIENNQLHVTLTQKQEEIASLRERNVQLKELASRTRHLASVLDKLMITQSPAEPFQIKATTKRSLEELFCAAGQAGQGCAEVDAILRDISQRCEEALHNRDPKRPRLQ.... Result: 0 (no interaction). (6) The miRNA is hsa-miR-4772-3p with sequence CCUGCAACUUUGCCUGAUCAGA. The protein sequence of the target gene is MTDLNDNICKRYIKMITNIVILSLIICISLAFWIISMTASTYYGNLRPISPWRWLFSVVVPVLIVSNGLKKKSLDHSGALGGLVVGFILTIANFSFFTSLLMFFLSSSKLTKWKGEVKKRLDSEYKEGGQRNWVQVFCNGAVPTELALLYMIENGPGEIPVDFSKQYSASWMCLSLLAALACSAGDTWASEVGPVLSKSSPRLITTWEKVPVGTNGGVTVVGLVSSLLGGTFVGIAYFLTQLIFVNDLDISAPQWPIIAFGGLAGLLGSIVDSYLGATMQYTGLDESTGMVVNSPTNKAR.... Result: 1 (interaction).